From a dataset of Forward reaction prediction with 1.9M reactions from USPTO patents (1976-2016). Predict the product of the given reaction. (1) Given the reactants [N+:1]([C:4]1[CH:9]=[CH:8][C:7]([Cl:10])=[CH:6][C:5]=1[C:11]1[S:12][C:13]2[CH:19]=[CH:18][CH:17]=[CH:16][C:14]=2[N:15]=1)([O-])=O.O.O.Cl[Sn]Cl, predict the reaction product. The product is: [NH2:1][C:4]1[CH:9]=[CH:8][C:7]([Cl:10])=[CH:6][C:5]=1[C:11]1[S:12][C:13]2[CH:19]=[CH:18][CH:17]=[CH:16][C:14]=2[N:15]=1. (2) Given the reactants Br[CH2:2][C:3]1[S:7][CH:6]=[N:5][C:4]=1[CH2:8][CH3:9].[SH:10][C:11]1[N:16]=[C:15]([OH:17])[CH:14]=[C:13]([C:18]([F:21])([F:20])[F:19])[N:12]=1.C(N(CC)CC)C, predict the reaction product. The product is: [CH2:8]([C:4]1[N:5]=[CH:6][S:7][C:3]=1[CH2:2][S:10][C:11]1[N:16]=[C:15]([OH:17])[CH:14]=[C:13]([C:18]([F:21])([F:19])[F:20])[N:12]=1)[CH3:9]. (3) Given the reactants [CH3:1][C:2]1[C:8]([OH:9])=[CH:7][CH:6]=[CH:5][C:3]=1O.[C:10]1([CH2:16][C:17](O)=[O:18])[CH:15]=[CH:14][CH:13]=[CH:12][CH:11]=1, predict the reaction product. The product is: [OH:9][C:8]1[CH:7]=[CH:6][C:5]([C:17]([CH2:16][C:10]2[CH:15]=[CH:14][CH:13]=[CH:12][CH:11]=2)=[O:18])=[CH:3][C:2]=1[CH3:1].